From a dataset of Forward reaction prediction with 1.9M reactions from USPTO patents (1976-2016). Predict the product of the given reaction. (1) Given the reactants Cl[C:2]1[N:7]=[CH:6][C:5]([CH2:8][N:9]2[CH:14]=[C:13]3[N:15]=[C:16]([C:18]4[CH:23]=[CH:22][CH:21]=[C:20]([F:24])[C:19]=4[F:25])[N:17]=[C:12]3[CH:11]=[N:10]2)=[CH:4][CH:3]=1.[F:26][C:27]1[CH:32]=[C:31]([C:33]([F:36])([F:35])[F:34])[CH:30]=[CH:29][C:28]=1B(O)O, predict the reaction product. The product is: [F:25][C:19]1[C:20]([F:24])=[CH:21][CH:22]=[CH:23][C:18]=1[C:16]1[N:17]=[C:12]2[CH:11]=[N:10][N:9]([CH2:8][C:5]3[CH:6]=[N:7][C:2]([C:28]4[CH:29]=[CH:30][C:31]([C:33]([F:36])([F:35])[F:34])=[CH:32][C:27]=4[F:26])=[CH:3][CH:4]=3)[CH:14]=[C:13]2[N:15]=1. (2) Given the reactants [NH2:1][C:2]1[CH:18]=[C:17]([C:19]#[N:20])[CH:16]=[CH:15][C:3]=1[CH2:4][NH:5][C:6](=[O:14])[C:7]1[CH:12]=[CH:11][CH:10]=[C:9]([Cl:13])[CH:8]=1.Br[CH2:22][C:23]1[CH:31]=[CH:30][C:26]([C:27]([NH2:29])=[O:28])=[CH:25][N:24]=1, predict the reaction product. The product is: [Cl:13][C:9]1[CH:8]=[C:7]([CH:12]=[CH:11][CH:10]=1)[C:6]([NH:5][CH2:4][C:3]1[CH:15]=[CH:16][C:17]([C:19]#[N:20])=[CH:18][C:2]=1[NH:1][CH2:22][C:23]1[CH:31]=[CH:30][C:26]([C:27]([NH2:29])=[O:28])=[CH:25][N:24]=1)=[O:14]. (3) Given the reactants C[O:2][C:3](=O)[CH2:4][O:5][C:6]1[C:11]([N+:12]([O-])=O)=[C:10](Cl)[N:9]=[CH:8][N:7]=1.[Sn](Cl)(Cl)(Cl)Cl.[OH-].[Na+], predict the reaction product. The product is: [N:7]1[C:6]2[O:5][CH2:4][C:3](=[O:2])[NH:12][C:11]=2[CH:10]=[N:9][CH:8]=1. (4) Given the reactants [CH3:1][O:2][C:3]1[CH:8]=[CH:7][CH:6]=[CH:5][C:4]=1[C:9]1[NH:10][C:11]2[C:16]([CH:17]=1)=[CH:15][C:14]([CH:18]1[CH2:23][CH2:22][N:21]([CH2:24][CH2:25][N:26]([CH3:34])[C:27](=[O:33])[O:28][C:29]([CH3:32])([CH3:31])[CH3:30])[CH2:20][CH2:19]1)=[CH:13][CH:12]=2.[B-](F)(F)(F)[F:36].[B-](F)(F)(F)F.C1[N+]2(CCl)CC[N+](F)(CC2)C1, predict the reaction product. The product is: [F:36][C:17]1[C:16]2[C:11](=[CH:12][CH:13]=[C:14]([CH:18]3[CH2:19][CH2:20][N:21]([CH2:24][CH2:25][N:26]([CH3:34])[C:27](=[O:33])[O:28][C:29]([CH3:31])([CH3:30])[CH3:32])[CH2:22][CH2:23]3)[CH:15]=2)[NH:10][C:9]=1[C:4]1[CH:5]=[CH:6][CH:7]=[CH:8][C:3]=1[O:2][CH3:1]. (5) Given the reactants Br[C:2]1[CH:31]=[CH:30][C:5]2[C:6]3[N:7]([CH:11]=[C:12]([C:14]4[N:18]([C:19]5[CH:24]=[CH:23][CH:22]=[CH:21][C:20]=5[Cl:25])[N:17]=[C:16]([NH:26][C:27](=[O:29])[OH:28])[N:15]=4)[N:13]=3)[CH2:8][CH2:9][O:10][C:4]=2[CH:3]=1.[Cl:32][C:33]1[CH:38]=[CH:37][C:36](B(O)O)=[CH:35][CH:34]=1.C([O-])([O-])=O.[Cs+].[Cs+], predict the reaction product. The product is: [Cl:25][C:20]1[CH:21]=[CH:22][CH:23]=[CH:24][C:19]=1[N:18]1[C:14]([C:12]2[N:13]=[C:6]3[C:5]4[CH:30]=[CH:31][C:2]([C:36]5[CH:37]=[CH:38][C:33]([Cl:32])=[CH:34][CH:35]=5)=[CH:3][C:4]=4[O:10][CH2:9][CH2:8][N:7]3[CH:11]=2)=[N:15][C:16]([NH:26][C:27](=[O:29])[OH:28])=[N:17]1. (6) Given the reactants [CH:1]1([C:4]2[O:8][N:7]=[C:6]([C:9]3[CH:14]=[CH:13][CH:12]=[CH:11][C:10]=3[O:15][C:16]([F:19])([F:18])[F:17])[C:5]=2[CH2:20][O:21][CH:22]2[CH2:27][CH2:26][NH:25][CH2:24][CH2:23]2)[CH2:3][CH2:2]1.Cl[C:29]1[S:30][C:31]2[CH:37]=[C:36]([C:38]([O:40][CH2:41][CH3:42])=[O:39])[CH:35]=[CH:34][C:32]=2[N:33]=1.C(N(C(C)C)CC)(C)C, predict the reaction product. The product is: [CH:1]1([C:4]2[O:8][N:7]=[C:6]([C:9]3[CH:14]=[CH:13][CH:12]=[CH:11][C:10]=3[O:15][C:16]([F:19])([F:18])[F:17])[C:5]=2[CH2:20][O:21][CH:22]2[CH2:23][CH2:24][N:25]([C:29]3[S:30][C:31]4[CH:37]=[C:36]([C:38]([O:40][CH2:41][CH3:42])=[O:39])[CH:35]=[CH:34][C:32]=4[N:33]=3)[CH2:26][CH2:27]2)[CH2:2][CH2:3]1. (7) Given the reactants [Si:1]([O:8][CH2:9][C@@H:10]([N:14]([CH3:22])[C:15](=[O:21])OC(C)(C)C)[CH2:11][CH:12]=[CH2:13])([C:4]([CH3:7])([CH3:6])[CH3:5])([CH3:3])[CH3:2].[Si]([O:27]S(C(F)(F)F)(=O)=O)(C)(C)C.[NH4+].[Cl-].CCN(C(C)C)C(C)C.C1C([N+]([O-])=O)=CC=C([Cl-][C:56]([O-])=[O:57])C=1.[Cl:59][C:60]1[C:67]([F:68])=[CH:66][CH:65]=[CH:64][C:61]=1[CH2:62][NH2:63], predict the reaction product. The product is: [CH3:56][O:57][C:13](=[O:27])[CH2:12][CH2:11][CH:10]([N:14]([CH3:22])[C:15]([NH:63][CH2:62][C:61]1[CH:64]=[CH:65][CH:66]=[C:67]([F:68])[C:60]=1[Cl:59])=[O:21])[CH2:9][O:8][Si:1]([C:4]([CH3:5])([CH3:6])[CH3:7])([CH3:2])[CH3:3]. (8) The product is: [CH3:35][O:34][C:28]1[CH:27]=[C:26]([CH2:25][C:24]([N:21]2[CH2:22][CH2:23][C:19]([C:16]3[CH:17]=[CH:18][C:13]([NH:12][C:11](=[O:10])[N:40]([CH3:41])[CH3:39])=[CH:14][CH:15]=3)=[N:20]2)=[O:36])[CH:31]=[CH:30][C:29]=1[O:32][CH3:33]. Given the reactants [N+](C1C=CC([O:10][C:11](=O)[NH:12][C:13]2[CH:18]=[CH:17][C:16]([C:19]3[CH2:23][CH2:22][N:21]([C:24](=[O:36])[CH2:25][C:26]4[CH:31]=[CH:30][C:29]([O:32][CH3:33])=[C:28]([O:34][CH3:35])[CH:27]=4)[N:20]=3)=[CH:15][CH:14]=2)=CC=1)([O-])=O.Cl.[CH3:39][NH:40][CH3:41].C(N(CC)CC)C.O, predict the reaction product. (9) The product is: [CH2:9]([O:11][C:12](=[O:13])[NH:14][C:15](=[S:16])[NH:1][C:2]1[CH:7]=[CH:6][CH:5]=[C:4]([CH3:18])[N:3]=1)[CH3:10]. Given the reactants [NH2:1][C:2]1[CH:7]=[CH:6][CH:5]=[C:4](Br)[N:3]=1.[CH2:9]([O:11][C:12]([N:14]=[C:15]=[S:16])=[O:13])[CH3:10].Cl[CH2:18]Cl, predict the reaction product. (10) Given the reactants [SH:1][C:2]1[N:10]=[CH:9][CH:8]=[CH:7][C:3]=1[C:4]([OH:6])=O.[Cl:11][C:12]1[CH:18]=[CH:17][C:15]([NH2:16])=[CH:14][CH:13]=1.C(N(CC)C(C)C)(C)C.O, predict the reaction product. The product is: [Cl:11][C:12]1[CH:18]=[CH:17][C:15]([NH:16][C:4]([C:3]2[C:2]([SH:1])=[N:10][CH:9]=[CH:8][CH:7]=2)=[O:6])=[CH:14][CH:13]=1.